From a dataset of Forward reaction prediction with 1.9M reactions from USPTO patents (1976-2016). Predict the product of the given reaction. (1) The product is: [Cl:28][C:24]1[CH:25]=[C:26]2[C:21](=[CH:22][CH:23]=1)[NH:20][C:19]([S:16]([N:13]1[CH2:14][CH2:15][N:10]([C:8]([C:5]3[N:4]=[CH:3][C:2]([C:30]4[CH:31]=[CH:32][CH:33]=[CH:34][N:29]=4)=[CH:7][N:6]=3)=[O:9])[CH2:11][CH2:12]1)(=[O:18])=[O:17])=[CH:27]2. Given the reactants Br[C:2]1[CH:3]=[N:4][C:5]([C:8]([N:10]2[CH2:15][CH2:14][N:13]([S:16]([C:19]3[NH:20][C:21]4[C:26]([CH:27]=3)=[CH:25][C:24]([Cl:28])=[CH:23][CH:22]=4)(=[O:18])=[O:17])[CH2:12][CH2:11]2)=[O:9])=[N:6][CH:7]=1.[N:29]1[CH:34]=[CH:33][CH:32]=[CH:31][C:30]=1[Sn](CCCC)(CCCC)CCCC.C(OCC)(=O)C.N, predict the reaction product. (2) Given the reactants [OH:1][C:2]1[C:11]2[C:6](=[CH:7][C:8]([O:12][CH3:13])=[CH:9][CH:10]=2)[CH:5]=[C:4]([N:14]2[CH:18]=[CH:17][CH:16]=[N:15]2)[N:3]=1.ClC1N=C(O[CH:33]2[CH2:50][CH:49]3[N:35]([C:36](=[O:56])[N:37]([CH3:55])[CH2:38][CH2:39][CH2:40][CH2:41][CH:42]=[CH:43][CH:44]4[C:46]([C:52]([OH:54])=[O:53])([NH:47][C:48]3=[O:51])[CH2:45]4)[CH2:34]2)C2C(C=1)=CC(OC)=CC=2, predict the reaction product. The product is: [N:14]1([C:4]2[N:3]=[C:2]([O:1][CH:33]3[CH2:50][CH:49]4[N:35]([C:36](=[O:56])[N:37]([CH3:55])[CH2:38][CH2:39][CH2:40][CH2:41][CH:42]=[CH:43][CH:44]5[C:46]([C:52]([OH:54])=[O:53])([NH:47][C:48]4=[O:51])[CH2:45]5)[CH2:34]3)[C:11]3[C:6]([CH:5]=2)=[CH:7][C:8]([O:12][CH3:13])=[CH:9][CH:10]=3)[CH:18]=[CH:17][CH:16]=[N:15]1. (3) Given the reactants [C:1]([O:5][C:6]([C:8]1[CH:13]=[CH:12][C:11]([C:14]2[C:15]([C:29]([O:31][CH2:32][CH3:33])=[O:30])=[N:16][N:17]([C:23]3[CH:28]=[CH:27][CH:26]=[CH:25][CH:24]=3)[C:18]=2[CH2:19][CH2:20][CH2:21][CH3:22])=[C:10]([C:34]([N:36]2[C@H:45]([CH2:46][O:47][Si](C(C)(C)C)(C)C)[CH2:44][C:43]3[C:38](=[CH:39][CH:40]=[CH:41][CH:42]=3)[CH2:37]2)=[O:35])[CH:9]=1)=[O:7])([CH3:4])([CH3:3])[CH3:2].CCCC[N+](CCCC)(CCCC)CCCC.[F-], predict the reaction product. The product is: [C:1]([O:5][C:6]([C:8]1[CH:13]=[CH:12][C:11]([C:14]2[C:15]([C:29]([O:31][CH2:32][CH3:33])=[O:30])=[N:16][N:17]([C:23]3[CH:28]=[CH:27][CH:26]=[CH:25][CH:24]=3)[C:18]=2[CH2:19][CH2:20][CH2:21][CH3:22])=[C:10]([C:34]([N:36]2[C@H:45]([CH2:46][OH:47])[CH2:44][C:43]3[C:38](=[CH:39][CH:40]=[CH:41][CH:42]=3)[CH2:37]2)=[O:35])[CH:9]=1)=[O:7])([CH3:2])([CH3:3])[CH3:4]. (4) Given the reactants [NH2:1][C:2]1[CH:10]=[C:9]([C:11]([O:13]C)=O)[C:5]([C:6]([OH:8])=O)=[C:4]([CH3:15])[C:3]=1[N+:16]([O-])=O.CN(C(ON1N=NC2C=CC=NC1=2)=[N+](C)C)C.F[P-](F)(F)(F)(F)F.CCN(C(C)C)C(C)C.[N:52]1([CH2:57][CH2:58][NH2:59])[CH2:56][CH2:55][CH2:54][CH2:53]1, predict the reaction product. The product is: [NH2:16][C:3]1[C:4]([CH3:15])=[C:5]2[C:9](=[CH:10][C:2]=1[NH2:1])[C:11](=[O:13])[N:59]([CH2:58][CH2:57][N:52]1[CH2:56][CH2:55][CH2:54][CH2:53]1)[C:6]2=[O:8].